From a dataset of Forward reaction prediction with 1.9M reactions from USPTO patents (1976-2016). Predict the product of the given reaction. (1) Given the reactants [Br:1][C:2]1[CH:11]=[C:10]([CH2:12][N:13]2[CH2:17][CH2:16][CH2:15][S:14]2(=[O:19])=[O:18])[CH:9]=[CH:8][C:3]=1[C:4]([O:6]C)=O.[CH3:20][C:21]1[C:22]([N:28]2[CH2:33][CH2:32][NH:31][CH2:30][CH2:29]2)=[N:23][CH:24]=[C:25]([CH3:27])[CH:26]=1, predict the reaction product. The product is: [Br:1][C:2]1[CH:11]=[C:10]([CH2:12][N:13]2[CH2:17][CH2:16][CH2:15][S:14]2(=[O:19])=[O:18])[CH:9]=[CH:8][C:3]=1[C:4]([N:31]1[CH2:32][CH2:33][N:28]([C:22]2[C:21]([CH3:20])=[CH:26][C:25]([CH3:27])=[CH:24][N:23]=2)[CH2:29][CH2:30]1)=[O:6]. (2) Given the reactants [Cl:1][C:2]1[CH:7]=[CH:6][C:5]([C:8]2(O)[C:14]3[CH:15]=[C:16]([C:18]4[CH:23]=[CH:22][N:21]=[CH:20][CH:19]=4)[S:17][C:13]=3[CH2:12][CH2:11][CH2:10][CH2:9]2)=[CH:4][CH:3]=1.ClCCCl, predict the reaction product. The product is: [Cl:1][C:2]1[CH:7]=[CH:6][C:5]([C:8]2[C:14]3[CH:15]=[C:16]([C:18]4[CH:19]=[CH:20][N:21]=[CH:22][CH:23]=4)[S:17][C:13]=3[CH2:12][CH2:11][CH2:10][CH:9]=2)=[CH:4][CH:3]=1. (3) Given the reactants [F:1][C:2]1[CH:3]=[C:4]([CH:35]=[CH:36][C:37]=1[F:38])[CH2:5][N:6]1[CH2:34][CH2:33][C:9]2([N:18]([C:19]3[CH:24]=[CH:23][C:22]([O:25][CH3:26])=[CH:21][CH:20]=3)[C:17](=[O:27])[C:16]3[C:11](=[CH:12][C:13]([C:28]4[O:29][CH:30]=[CH:31][CH:32]=4)=[CH:14][CH:15]=3)[NH:10]2)[CH2:8][CH2:7]1.[I-].[CH3:40][N+:41]([CH3:43])=[CH2:42], predict the reaction product. The product is: [F:1][C:2]1[CH:3]=[C:4]([CH:35]=[CH:36][C:37]=1[F:38])[CH2:5][N:6]1[CH2:7][CH2:8][C:9]2([N:18]([C:19]3[CH:24]=[CH:23][C:22]([O:25][CH3:26])=[CH:21][CH:20]=3)[C:17](=[O:27])[C:16]3[C:11](=[CH:12][C:13]([C:28]4[O:29][C:30]([CH2:40][N:41]([CH3:43])[CH3:42])=[CH:31][CH:32]=4)=[CH:14][CH:15]=3)[NH:10]2)[CH2:33][CH2:34]1. (4) Given the reactants Cl[CH2:2][C:3]1[CH:29]=[CH:28][C:6]([C:7]([NH:9][C:10]2[S:11][C:12]3[C:18]([CH:19]4[CH2:25][O:24][CH2:23][CH2:22][O:21][CH2:20]4)=[CH:17][CH:16]=[C:15]([O:26][CH3:27])[C:13]=3[N:14]=2)=[O:8])=[CH:5][CH:4]=1.[CH3:30][O:31][CH2:32][CH2:33][NH:34][CH3:35].COC1C2N=C(NC(=O)C3C=CC(CN4CCCC4)=CC=3)SC=2C(C2C=CC=CC=2)=CC=1, predict the reaction product. The product is: [O:24]1[CH2:25][CH:19]([C:18]2[C:12]3[S:11][C:10]([NH:9][C:7](=[O:8])[C:6]4[CH:28]=[CH:29][C:3]([CH2:2][N:34]([CH2:33][CH2:32][O:31][CH3:30])[CH3:35])=[CH:4][CH:5]=4)=[N:14][C:13]=3[C:15]([O:26][CH3:27])=[CH:16][CH:17]=2)[CH2:20][O:21][CH2:22][CH2:23]1. (5) Given the reactants [N:1]([CH:4]1[CH2:11][CH2:10][CH:9](Br)[CH:8]2[N:13]([CH2:14][C:15]3[CH:20]=[CH:19][CH:18]=[CH:17][CH:16]=3)[CH:5]1[CH2:6][CH2:7]2)=[N+]=[N-].C1(P(C2C=CC=CC=2)C2C=CC=CC=2)C=CC=CC=1.O, predict the reaction product. The product is: [CH2:14]([N:13]1[CH:5]2[CH2:6][CH2:7][CH:8]1[CH:9]1[NH:1][CH:4]2[CH2:11][CH2:10]1)[C:15]1[CH:20]=[CH:19][CH:18]=[CH:17][CH:16]=1. (6) Given the reactants [Br:1][C:2]1[N:7]=[C:6]([NH:8][CH:9]2[CH2:11][CH2:10]2)[C:5]([NH2:12])=[N:4][CH:3]=1.[C:13](N1C=CN=C1)(N1C=CN=C1)=[O:14], predict the reaction product. The product is: [Br:1][C:2]1[N:7]=[C:6]2[N:8]([CH:9]3[CH2:10][CH2:11]3)[C:13](=[O:14])[NH:12][C:5]2=[N:4][CH:3]=1. (7) Given the reactants [Cl:1][C:2]1[CH:3]=[C:4]([C@@H:12]([CH2:16][CH:17]2[CH2:21][CH2:20][CH2:19][CH2:18]2)[C:13]([OH:15])=O)[CH:5]=[CH:6][C:7]=1[S:8]([CH3:11])(=[O:10])=[O:9].C(Cl)(=O)C(Cl)=O.[O:28]1[CH2:32][CH2:31][CH2:30][CH:29]1[C:33]1[CH:34]=[CH:35][C:36]([NH2:39])=[N:37][CH:38]=1.NC1C=CC=CN=1.N1C(C)=CC=CC=1C, predict the reaction product. The product is: [Cl:1][C:2]1[CH:3]=[C:4]([C@@H:12]([CH2:16][CH:17]2[CH2:21][CH2:20][CH2:19][CH2:18]2)[C:13]([NH:39][C:36]2[CH:35]=[CH:34][C:33]([CH:29]3[CH2:30][CH2:31][CH2:32][O:28]3)=[CH:38][N:37]=2)=[O:15])[CH:5]=[CH:6][C:7]=1[S:8]([CH3:11])(=[O:9])=[O:10].